This data is from Full USPTO retrosynthesis dataset with 1.9M reactions from patents (1976-2016). The task is: Predict the reactants needed to synthesize the given product. (1) Given the product [CH3:1][C:2]1([CH3:28])[CH2:7][O:6][CH:5]([CH2:8][O:9][C:10]2[CH:15]=[CH:14][N:13]=[C:12]([CH2:16][S:17]([C:18]3[NH:19][C:20]4[CH:26]=[CH:25][CH:24]=[CH:23][C:21]=4[N:22]=3)=[O:37])[C:11]=2[CH3:27])[O:4][CH2:3]1, predict the reactants needed to synthesize it. The reactants are: [CH3:1][C:2]1([CH3:28])[CH2:7][O:6][CH:5]([CH2:8][O:9][C:10]2[CH:15]=[CH:14][N:13]=[C:12]([CH2:16][S:17][C:18]3[NH:22][C:21]4[CH:23]=[CH:24][CH:25]=[CH:26][C:20]=4[N:19]=3)[C:11]=2[CH3:27])[O:4][CH2:3]1.ClC1C=CC=C(C(OO)=[O:37])C=1.C(=O)([O-])O.[Na+]. (2) Given the product [N+:1]([C:4]1[N:5]=[CH:6][N:7]([CH2:10][CH2:11][C:12]2[CH:16]=[CH:15][S:14][CH:13]=2)[CH:8]=1)([O-:3])=[O:2], predict the reactants needed to synthesize it. The reactants are: [N+:1]([C:4]1[N:5]=[CH:6][NH:7][CH:8]=1)([O-:3])=[O:2].Br[CH2:10][CH2:11][C:12]1[CH:16]=[CH:15][S:14][CH:13]=1.CN1C=C([N+]([O-])=O)N=C1. (3) The reactants are: [OH:1][C:2]1[C:7]([C:8]([OH:10])=[O:9])=[CH:6][N:5]=[C:4]([CH3:11])[CH:3]=1.[Br:12]Br. Given the product [Br:12][C:3]1[C:4]([CH3:11])=[N:5][CH:6]=[C:7]([C:2]=1[OH:1])[C:8]([OH:10])=[O:9], predict the reactants needed to synthesize it. (4) Given the product [Cl:29][C:16]1[C:17]2[N:9]([C:3]3[C:2]([F:1])=[CH:7][CH:6]=[CH:5][C:4]=3[F:8])[N:10]=[C:11]([C:20]3[CH:25]=[CH:24][C:23]([CH2:26][C:27]#[N:28])=[CH:22][CH:21]=3)[C:12]=2[C:13](=[O:18])[NH:14][CH:15]=1, predict the reactants needed to synthesize it. The reactants are: [F:1][C:2]1[CH:7]=[CH:6][CH:5]=[C:4]([F:8])[C:3]=1[N:9]1[C:17]2[CH:16]=[CH:15][N:14]=[C:13]([O:18]C)[C:12]=2[C:11]([C:20]2[CH:25]=[CH:24][C:23]([CH2:26][C:27]#[N:28])=[CH:22][CH:21]=2)=[N:10]1.[Cl:29]N1C(=O)CCC1=O.O. (5) Given the product [Br:1][C:2]1[CH:7]=[CH:6][C:5]([OH:8])=[C:4]([I:9])[CH:3]=1, predict the reactants needed to synthesize it. The reactants are: [Br:1][C:2]1[CH:7]=[CH:6][C:5]([OH:8])=[CH:4][CH:3]=1.[I-:9].[K+].II. (6) Given the product [F:1][C:2]1[C:10]([O:11][CH2:12][C:13]2[O:14][CH:15]=[C:16]([C:18]3[CH:23]=[CH:22][C:21]([OH:24])=[CH:20][CH:19]=3)[N:17]=2)=[CH:9][CH:8]=[C:7]([F:26])[C:3]=1[C:4]([NH2:6])=[O:5], predict the reactants needed to synthesize it. The reactants are: [F:1][C:2]1[C:10]([O:11][CH2:12][C:13]2[O:14][CH:15]=[C:16]([C:18]3[CH:23]=[CH:22][C:21]([O:24]C)=[CH:20][CH:19]=3)[N:17]=2)=[CH:9][CH:8]=[C:7]([F:26])[C:3]=1[C:4]([NH2:6])=[O:5].B(Br)(Br)Br.C([O-])(O)=O.[Na+]. (7) Given the product [F:22][C:2]([F:1])([F:21])[C@@H:3]([O:20][C:31](=[O:32])[NH:30][C:27]1[CH:28]=[CH:29][C:24]([Cl:23])=[CH:25][CH:26]=1)[CH2:4][N:5]1[CH2:10][CH2:9][CH2:8][CH:7]([CH2:11][C:12]2[CH:17]=[CH:16][CH:15]=[C:14]([O:18][CH3:19])[CH:13]=2)[CH2:6]1, predict the reactants needed to synthesize it. The reactants are: [F:1][C:2]([F:22])([F:21])[C@@H:3]([OH:20])[CH2:4][N:5]1[CH2:10][CH2:9][CH2:8][CH:7]([CH2:11][C:12]2[CH:17]=[CH:16][CH:15]=[C:14]([O:18][CH3:19])[CH:13]=2)[CH2:6]1.[Cl:23][C:24]1[CH:29]=[CH:28][C:27]([N:30]=[C:31]=[O:32])=[CH:26][CH:25]=1.